From a dataset of Reaction yield outcomes from USPTO patents with 853,638 reactions. Predict the reaction yield, written as a fraction of the theoretical maximum amount of product (1.0 means a 100% yield; for example, 0.34 means a 34% yield). (1) The reactants are C([Li])CCC.C(NC(C)C)(C)C.[Br:13][C:14]1[CH:19]=[CH:18][C:17]([Cl:20])=[CH:16][N:15]=1.[F:21][C:22]1[C:29]([F:30])=[CH:28][CH:27]=[C:26]([F:31])[C:23]=1[CH:24]=[O:25]. The catalyst is O.O1CCCC1. The product is [Br:13][C:14]1[CH:19]=[C:18]([CH:24]([C:23]2[C:26]([F:31])=[CH:27][CH:28]=[C:29]([F:30])[C:22]=2[F:21])[OH:25])[C:17]([Cl:20])=[CH:16][N:15]=1. The yield is 0.550. (2) The reactants are [O:1]=[S:2]1(=[O:11])[CH2:7][CH2:6][CH:5]([C:8](O)=[O:9])[CH2:4][CH2:3]1.CN(C=O)C.C(Cl)(=O)C(Cl)=O.[CH2:23]([O:25][C:26]#[CH:27])[CH3:24]. The catalyst is C(Cl)Cl.C1COCC1.C(N(CC)CC)C. The product is [CH2:26]([O:25][C:23]1[C:5]2([CH2:6][CH2:7][S:2](=[O:11])(=[O:1])[CH2:3][CH2:4]2)[C:8](=[O:9])[CH:24]=1)[CH3:27]. The yield is 0.670. (3) The reactants are Br[C:2]1[CH:3]=[N:4][CH:5]=[C:6]([CH:10]=1)[C:7]([OH:9])=[O:8].[C:11]1(B(O)O)[CH:16]=[CH:15][CH:14]=[CH:13][CH:12]=1.C(=O)([O-])[O-].[Na+].[Na+].C1(C)C=CC=CC=1. The catalyst is C(O)C.C1C=CC([P]([Pd]([P](C2C=CC=CC=2)(C2C=CC=CC=2)C2C=CC=CC=2)([P](C2C=CC=CC=2)(C2C=CC=CC=2)C2C=CC=CC=2)[P](C2C=CC=CC=2)(C2C=CC=CC=2)C2C=CC=CC=2)(C2C=CC=CC=2)C2C=CC=CC=2)=CC=1.O. The product is [C:11]1([C:2]2[CH:3]=[N:4][CH:5]=[C:6]([CH:10]=2)[C:7]([OH:9])=[O:8])[CH:16]=[CH:15][CH:14]=[CH:13][CH:12]=1. The yield is 0.670.